From a dataset of Forward reaction prediction with 1.9M reactions from USPTO patents (1976-2016). Predict the product of the given reaction. (1) Given the reactants C([O:5][C:6](=[O:45])/[CH:7]=[CH:8]/[C:9]1[C:14](=[O:15])[N:13]2[CH:16]=[CH:17][C:18]([C:20]([NH:22][C:23]3[S:24][CH:25]=[C:26]([C:28]([CH3:31])([CH3:30])[CH3:29])[N:27]=3)=[O:21])=[CH:19][C:12]2=[N:11][C:10]=1[N:32]1[CH2:37][CH2:36][CH:35]([O:38][C:39]([NH:41][CH2:42][CH2:43][OH:44])=[O:40])[CH2:34][CH2:33]1)(C)(C)C, predict the reaction product. The product is: [C:28]([C:26]1[N:27]=[C:23]([NH:22][C:20]([C:18]2[CH:17]=[CH:16][N:13]3[C:14](=[O:15])[C:9](/[CH:8]=[CH:7]/[C:6]([OH:45])=[O:5])=[C:10]([N:32]4[CH2:37][CH2:36][CH:35]([O:38][C:39]([NH:41][CH2:42][CH2:43][OH:44])=[O:40])[CH2:34][CH2:33]4)[N:11]=[C:12]3[CH:19]=2)=[O:21])[S:24][CH:25]=1)([CH3:31])([CH3:29])[CH3:30]. (2) Given the reactants [CH:1]1([CH:9]=O)[CH2:8][CH2:7][CH2:6][CH2:5][CH2:4][CH2:3][CH2:2]1.[CH2:11]([N:18]1[C:26]2[C:21](=[CH:22][CH:23]=[C:24]([Cl:27])[CH:25]=2)[C:20]([CH:28]2[CH2:33][CH2:32][NH:31][CH2:30][CH2:29]2)=[CH:19]1)[C:12]1[CH:17]=[CH:16][CH:15]=[CH:14][CH:13]=1, predict the reaction product. The product is: [CH2:11]([N:18]1[C:26]2[C:21](=[CH:22][CH:23]=[C:24]([Cl:27])[CH:25]=2)[C:20]([CH:28]2[CH2:33][CH2:32][N:31]([CH2:9][CH:1]3[CH2:8][CH2:7][CH2:6][CH2:5][CH2:4][CH2:3][CH2:2]3)[CH2:30][CH2:29]2)=[CH:19]1)[C:12]1[CH:13]=[CH:14][CH:15]=[CH:16][CH:17]=1. (3) Given the reactants [Br:1][C:2]1[CH:3]=[CH:4][C:5]([CH3:16])=[C:6]([C:8]2[CH:13]=[C:12](Cl)[N:11]=[C:10]([NH2:15])[N:9]=2)[CH:7]=1.[Cl:17][C:18]1[CH:23]=[CH:22][C:21]([NH2:24])=[CH:20][CH:19]=1, predict the reaction product. The product is: [Br:1][C:2]1[CH:3]=[CH:4][C:5]([CH3:16])=[C:6]([C:8]2[N:9]=[C:10]([NH2:15])[N:11]=[C:12]([NH:24][C:21]3[CH:22]=[CH:23][C:18]([Cl:17])=[CH:19][CH:20]=3)[CH:13]=2)[CH:7]=1. (4) Given the reactants [NH2:1][CH2:2][C:3]1[CH:4]=[C:5]([C:9]2[N:14]=[C:13]3[N:15]([CH3:24])[C:16](=[O:23])[N:17]([CH2:18][C:19]([CH3:22])([CH3:21])[CH3:20])[C:12]3=[CH:11][CH:10]=2)[CH:6]=[CH:7][CH:8]=1.Cl[C:26]([O:28][CH2:29][CH:30]([CH3:32])[CH3:31])=[O:27].C(N(C(C)C)CC)(C)C, predict the reaction product. The product is: [CH3:31][CH:30]([CH3:32])[CH2:29][O:28][C:26](=[O:27])[NH:1][CH2:2][C:3]1[CH:8]=[CH:7][CH:6]=[C:5]([C:9]2[N:14]=[C:13]3[N:15]([CH3:24])[C:16](=[O:23])[N:17]([CH2:18][C:19]([CH3:21])([CH3:20])[CH3:22])[C:12]3=[CH:11][CH:10]=2)[CH:4]=1. (5) Given the reactants [Cl:1][C:2]1[CH:3]=[C:4]([CH:10]=[CH:11][CH:12]=1)[CH2:5]P(=O)([O-])[O-].[Li]CCCC.[CH3:18][CH2:19][CH2:20][CH2:21][CH2:22][CH3:23].C(=O)CCCC#C, predict the reaction product. The product is: [Cl:1][C:2]1[CH:12]=[CH:11][CH:10]=[C:4]([CH:5]=[CH:23][CH2:22][CH2:21][CH2:20][C:19]#[CH:18])[CH:3]=1. (6) Given the reactants [NH2:1][C:2]1[CH:9]=[CH:8][C:5]([C:6]#[N:7])=[CH:4][N:3]=1.[NH2:10][OH:11], predict the reaction product. The product is: [NH2:1][C:2]1[N:3]=[CH:4][C:5]([C:6](=[N:10][OH:11])[NH2:7])=[CH:8][CH:9]=1. (7) Given the reactants [F:1][C:2]1[CH:7]=[C:6]([F:8])[CH:5]=[CH:4][C:3]=1[N:9]1[C:13]([C:14]2[S:23][C:22]3[C:21]4[N:24]=[C:25]([C:28]5[CH:29]=[N:30][C:31](F)=[CH:32][CH:33]=5)[CH:26]=[CH:27][C:20]=4[O:19][CH2:18][CH2:17][C:16]=3[CH:15]=2)=[N:12][CH:11]=[N:10]1.[CH3:35][NH:36][CH3:37], predict the reaction product. The product is: [F:1][C:2]1[CH:7]=[C:6]([F:8])[CH:5]=[CH:4][C:3]=1[N:9]1[C:13]([C:14]2[S:23][C:22]3[C:21]4[N:24]=[C:25]([C:28]5[CH:33]=[CH:32][C:31]([N:36]([CH3:37])[CH3:35])=[N:30][CH:29]=5)[CH:26]=[CH:27][C:20]=4[O:19][CH2:18][CH2:17][C:16]=3[CH:15]=2)=[N:12][CH:11]=[N:10]1.